This data is from Catalyst prediction with 721,799 reactions and 888 catalyst types from USPTO. The task is: Predict which catalyst facilitates the given reaction. Reactant: [F:1][C:2]1[CH:3]=[CH:4][C:5]([N:8]2[C:12]([C:13]([F:16])([F:15])[F:14])=[C:11]([C:17]3[O:21][N:20]=[C:19]4[C:22]5[C:27]([CH2:28][CH2:29][C:18]=34)=[CH:26][C:25]([CH:30]=O)=[CH:24][CH:23]=5)[CH:10]=[N:9]2)=[N:6][CH:7]=1.[NH:32]1[CH2:35][CH:34]([C:36]([OH:38])=[O:37])[CH2:33]1.C1CCN2C(=NCCC2)CC1.C(O[BH-](OC(=O)C)OC(=O)C)(=[O:52])C.[Na+].[CH3:64][OH:65]. Product: [F:1][C:2]1[CH:3]=[CH:4][C:5]([N:8]2[C:12]([C:13]([F:16])([F:14])[F:15])=[C:11]([C:17]3[O:21][N:20]=[C:19]4[C:22]5[C:27]([CH2:28][CH2:29][C:18]=34)=[CH:26][C:25]([CH2:30][N:32]3[CH2:35][CH:34]([C:36]([OH:38])=[O:37])[CH2:33]3)=[CH:24][CH:23]=5)[CH:10]=[N:9]2)=[N:6][CH:7]=1.[C:64]([OH:52])([C:13]([F:16])([F:15])[F:14])=[O:65]. The catalyst class is: 4.